Dataset: Reaction yield outcomes from USPTO patents with 853,638 reactions. Task: Predict the reaction yield, written as a fraction of the theoretical maximum amount of product (1.0 means a 100% yield; for example, 0.34 means a 34% yield). (1) The product is [CH3:43][O:42][C:40]1[CH:41]=[C:14]([N:11]2[CH2:10][CH2:9][CH:8]([N:5]3[CH2:4][CH2:3][P:2](=[O:21])([CH3:1])[CH2:7][CH2:6]3)[CH2:13][CH2:12]2)[CH:37]=[CH:38][C:39]=1[N+:44]([O-:46])=[O:45]. The reactants are [CH3:1][P:2]1(=[O:21])[CH2:7][CH2:6][N:5]([CH:8]2[CH2:13][CH2:12][N:11]([C:14](OC(C)(C)C)=O)[CH2:10][CH2:9]2)[CH2:4][CH2:3]1.FC(F)(F)C(O)=O.C(=O)([O-])[O-].[K+].[K+].FC1[CH:37]=[CH:38][C:39]([N+:44]([O-:46])=[O:45])=[C:40]([O:42][CH3:43])[CH:41]=1. The catalyst is C(Cl)Cl. The yield is 0.860. (2) The reactants are O=[C:2]([CH3:9])[CH2:3][C:4]([O:6][CH2:7][CH3:8])=[O:5].[NH2:10][C:11]1[CH:18]=[CH:17][CH:16]=[C:15]([O:19][CH:20]2[CH2:25][CH2:24][CH2:23][CH2:22][CH2:21]2)[C:12]=1[C:13]#[N:14].Cl[Sn](Cl)(Cl)Cl. The catalyst is C1(C)C=CC=CC=1. The product is [NH2:14][C:13]1[C:12]2[C:11](=[CH:18][CH:17]=[CH:16][C:15]=2[O:19][CH:20]2[CH2:21][CH2:22][CH2:23][CH2:24][CH2:25]2)[N:10]=[C:2]([CH3:9])[C:3]=1[C:4]([O:6][CH2:7][CH3:8])=[O:5]. The yield is 0.850. (3) The reactants are [CH2:1]([O:3][C:4]1[CH:13]=[C:12]2[C:7]([CH:8]=[CH:9][CH:10]=[C:11]2[NH:14]C(=O)OC(C)(C)C)=[CH:6][CH:5]=1)[CH3:2].Cl.C(OC(C)C)(C)C. The catalyst is O1CCOCC1. The product is [CH2:1]([O:3][C:4]1[CH:13]=[C:12]2[C:7]([CH:8]=[CH:9][CH:10]=[C:11]2[NH2:14])=[CH:6][CH:5]=1)[CH3:2]. The yield is 0.863. (4) The reactants are [NH:1]1[C:11]2[C:6](=[CH:7][CH:8]=[CH:9][CH:10]=2)[C:4](=O)[C:2]1=[O:3].[C:12]([NH:20][NH2:21])(=[O:19])[C:13]1[CH:18]=[CH:17][CH:16]=[CH:15][CH:14]=1. No catalyst specified. The product is [CH:6]1([CH2:4][N:1]2[C:11]3[C:6](=[CH:7][CH:8]=[CH:9][CH:10]=3)/[C:4](=[N:21]/[NH:20][C:12](=[O:19])[C:13]3[CH:18]=[CH:17][CH:16]=[CH:15][CH:14]=3)/[C:2]2=[O:3])[CH2:11][CH2:10][CH2:9][CH2:8][CH2:7]1. The yield is 0.714. (5) The reactants are [Cl:1][S:2]([OH:5])(=O)=[O:3].[NH:6]1[C:14]2[C:9](=[CH:10][CH:11]=[CH:12][CH:13]=2)[CH2:8][C:7]1=[O:15]. The catalyst is O. The product is [Cl:1][S:2]([C:11]1[CH:10]=[C:9]2[C:14](=[CH:13][CH:12]=1)[NH:6][C:7](=[O:15])[CH2:8]2)(=[O:5])=[O:3]. The yield is 0.500. (6) The reactants are [CH3:1][NH:2][CH2:3][CH2:4][CH:5]([C:7]1[CH:12]=[CH:11][CH:10]=[CH:9][CH:8]=1)[OH:6].[C:24]([O:23][C:21](O[C:21]([O:23][C:24]([CH3:27])([CH3:26])[CH3:25])=[O:22])=[O:22])([CH3:27])([CH3:26])[CH3:25]. The catalyst is O1CCCC1. The product is [OH:6][CH:5]([C:7]1[CH:12]=[CH:11][CH:10]=[CH:9][CH:8]=1)[CH2:4][CH2:3][N:2]([CH3:1])[C:21](=[O:22])[O:23][C:24]([CH3:25])([CH3:26])[CH3:27]. The yield is 0.800.